This data is from Forward reaction prediction with 1.9M reactions from USPTO patents (1976-2016). The task is: Predict the product of the given reaction. (1) Given the reactants C1(N2CCCN([C:12]([CH:14]3[CH2:17][N:16]([C:18]([O:20][CH2:21][C:22]4[CH:27]=[CH:26][CH:25]=[CH:24][CH:23]=4)=[O:19])[CH2:15]3)=[O:13])CC2)CCC1.O=S(Cl)Cl.[N:32]1([C:39]([O:41][C:42]([CH3:45])([CH3:44])[CH3:43])=[O:40])[CH2:38][CH2:37][CH2:36][NH:35][CH2:34][CH2:33]1.CCN(C(C)C)C(C)C, predict the reaction product. The product is: [CH2:21]([O:20][C:18]([N:16]1[CH2:17][CH:14]([C:12]([N:35]2[CH2:36][CH2:37][CH2:38][N:32]([C:39]([O:41][C:42]([CH3:45])([CH3:44])[CH3:43])=[O:40])[CH2:33][CH2:34]2)=[O:13])[CH2:15]1)=[O:19])[C:22]1[CH:27]=[CH:26][CH:25]=[CH:24][CH:23]=1. (2) Given the reactants Br[C:2]1[CH:3]=[C:4]([C:8]2([C:20]3[CH:25]=[CH:24][N:23]=[CH:22][CH:21]=3)[C:12]3=[N:13][CH2:14][C:15]([F:18])([F:17])[CH2:16][N:11]3[C:10]([NH2:19])=[N:9]2)[CH:5]=[CH:6][CH:7]=1.C[O:27][C:28]1[CH:29]=C(B(O)O)C=NC=1.[N:37]1[CH:42]=[C:41](B(O)[OH:44])[CH:40]=[N:39][CH:38]=1, predict the reaction product. The product is: [C:28]([OH:27])(=[O:44])[CH3:29].[F:17][C:15]1([F:18])[CH2:16][N:11]2[C:10]([NH2:19])=[N:9][C:8]([C:20]3[CH:25]=[CH:24][N:23]=[CH:22][CH:21]=3)([C:4]3[CH:5]=[CH:6][CH:7]=[C:2]([C:41]4[CH:42]=[N:37][CH:38]=[N:39][CH:40]=4)[CH:3]=3)[C:12]2=[N:13][CH2:14]1.